Task: Predict the reaction yield, written as a fraction of the theoretical maximum amount of product (1.0 means a 100% yield; for example, 0.34 means a 34% yield).. Dataset: Reaction yield outcomes from USPTO patents with 853,638 reactions (1) The reactants are [CH3:1][N:2]([S:15]([C:18]1[CH:23]=[CH:22][C:21]([C:24]([F:27])([F:26])[F:25])=[CH:20][CH:19]=1)(=[O:17])=[O:16])[C@H:3]1[CH2:8][CH2:7][C@H:6]([O:9][CH2:10][CH2:11][C:12](O)=[O:13])[CH2:5][CH2:4]1.[CH3:28][NH:29][CH3:30].CN1CCOCC1.CCN=C=NCCCN(C)C.C1C=CC2N(O)N=NC=2C=1. The catalyst is C(Cl)Cl.C1COCC1. The product is [CH3:28][N:29]([CH3:30])[C:12](=[O:13])[CH2:11][CH2:10][O:9][C@H:6]1[CH2:7][CH2:8][C@H:3]([N:2]([CH3:1])[S:15]([C:18]2[CH:23]=[CH:22][C:21]([C:24]([F:27])([F:26])[F:25])=[CH:20][CH:19]=2)(=[O:17])=[O:16])[CH2:4][CH2:5]1. The yield is 0.900. (2) The reactants are [Cl:1][C:2]1[CH:17]=[CH:16][C:5]([O:6][C:7]2[CH:12]=[CH:11][C:10]([CH:13](O)[CH3:14])=[CH:9][CH:8]=2)=[C:4]([N+:18]([O-:20])=[O:19])[CH:3]=1.C1(P([N:35]=[N+:36]=[N-:37])(C2C=CC=CC=2)=O)C=CC=CC=1.O. The catalyst is C1(C)C=CC=CC=1. The product is [N:35]([CH:13]([C:10]1[CH:11]=[CH:12][C:7]([O:6][C:5]2[CH:16]=[CH:17][C:2]([Cl:1])=[CH:3][C:4]=2[N+:18]([O-:20])=[O:19])=[CH:8][CH:9]=1)[CH3:14])=[N+:36]=[N-:37]. The yield is 0.940. (3) The reactants are [Si:1]([O:8][C@@H:9]([CH2:13][CH2:14][C:15]1[CH:20]=[CH:19][CH:18]=[CH:17][CH:16]=1)[CH2:10][CH2:11]O)([C:4]([CH3:7])([CH3:6])[CH3:5])([CH3:3])[CH3:2].C(N(CC)CC)C.CS(Cl)(=O)=O.[Li+].[Br-:34]. The catalyst is ClCCl.O. The product is [Si:1]([O:8][C@H:9]([CH2:10][CH2:11][Br:34])[CH2:13][CH2:14][C:15]1[CH:20]=[CH:19][CH:18]=[CH:17][CH:16]=1)([C:4]([CH3:7])([CH3:6])[CH3:5])([CH3:3])[CH3:2]. The yield is 0.860. (4) The reactants are [Br:1][C:2]1[C:3]([F:16])=[CH:4][CH:5]=[C:6]2[C:11]=1[NH:10][C:9](=O)[N:8]([CH2:13][CH3:14])[C:7]2=[O:15].P(Cl)(Cl)([Cl:19])=O.CCN(C(C)C)C(C)C.[OH-].[Na+]. The catalyst is O. The product is [Br:1][C:2]1[C:3]([F:16])=[CH:4][CH:5]=[C:6]2[C:11]=1[N:10]=[C:9]([Cl:19])[N:8]([CH2:13][CH3:14])[C:7]2=[O:15]. The yield is 0.980. (5) The reactants are FC1C=C2C(C(C3C=C(N)C(N)=CC=3)=CN2S(C2C=CC=CC=2)(=O)=O)=CC=1.[F:28][C:29]1[CH:37]=[C:36]2[C:32]([C:33](B3OC(C)(C)C(C)(C)O3)=[CH:34][N:35]2[C:38]([O:40][C:41]([CH3:44])([CH3:43])[CH3:42])=[O:39])=[CH:31][CH:30]=1.[C:54]([O:58][C:59]([N:61]1[CH2:69][C:68]2[C:63](=[CH:64][CH:65]=[C:66](Br)[CH:67]=2)[CH2:62]1)=[O:60])([CH3:57])([CH3:56])[CH3:55]. No catalyst specified. The product is [C:54]([O:58][C:59]([N:61]1[CH2:69][C:68]2[C:63](=[CH:64][CH:65]=[C:66]([C:33]3[C:32]4[C:36](=[CH:37][C:29]([F:28])=[CH:30][CH:31]=4)[N:35]([C:38]([O:40][C:41]([CH3:42])([CH3:43])[CH3:44])=[O:39])[CH:34]=3)[CH:67]=2)[CH2:62]1)=[O:60])([CH3:57])([CH3:55])[CH3:56]. The yield is 0.550.